This data is from Full USPTO retrosynthesis dataset with 1.9M reactions from patents (1976-2016). The task is: Predict the reactants needed to synthesize the given product. (1) Given the product [CH:12]1([CH2:10][CH2:11][C:18]2[CH:24]=[CH:23][C:21]([NH2:22])=[C:20]([F:25])[CH:19]=2)[CH2:16][CH2:15][CH2:14][CH2:13]1, predict the reactants needed to synthesize it. The reactants are: C12BC(CCC1)CCC2.[CH:10]([CH:12]1[CH2:16][CH2:15][CH2:14][CH2:13]1)=[CH2:11].Br[C:18]1[CH:24]=[CH:23][C:21]([NH2:22])=[C:20]([F:25])[CH:19]=1.[OH-].[Na+]. (2) Given the product [CH3:15][O:14][C:12](=[O:13])[C:11]([NH:6][C:5]1[CH:7]=[CH:8][C:2]([Cl:1])=[CH:3][C:4]=1[CH3:9])=[O:16], predict the reactants needed to synthesize it. The reactants are: [Cl:1][C:2]1[CH:8]=[CH:7][C:5]([NH2:6])=[C:4]([CH3:9])[CH:3]=1.Cl[C:11](=[O:16])[C:12]([O:14][CH3:15])=[O:13]. (3) Given the product [OH:1][B:2]1[C:6]2[CH:7]=[C:8]([C:11]([NH:12][C:47]3[CH:52]=[CH:51][CH:50]=[CH:49][CH:48]=3)=[O:20])[CH:9]=[CH:10][C:5]=2[CH2:4][O:3]1, predict the reactants needed to synthesize it. The reactants are: [OH:1][B:2]1[C:6]2[CH:7]=[C:8]([C:11]#[N:12])[CH:9]=[CH:10][C:5]=2[CH2:4][O:3]1.CN(C([O:20]N1N=NC2C=CC=NC1=2)=[N+](C)C)C.F[P-](F)(F)(F)(F)F.CCN(C(C)C)C(C)C.N[C:47]1[CH:52]=[CH:51][CH:50]=[CH:49][CH:48]=1.C1CCN2C(=NCCC2)CC1. (4) Given the product [CH3:1][N:2]([CH3:16])[C:3]1([C:10]2[CH:15]=[CH:14][CH:13]=[CH:12][CH:11]=2)[CH2:8][CH2:7][CH:6]([NH:17][C@@H:18]([CH2:24][C:25]2[C:33]3[C:28](=[CH:29][CH:30]=[CH:31][CH:32]=3)[NH:27][CH:26]=2)[C:19]([N:21]([CH3:23])[CH3:22])=[O:20])[CH2:5][CH2:4]1, predict the reactants needed to synthesize it. The reactants are: [CH3:1][N:2]([CH3:16])[C:3]1([C:10]2[CH:15]=[CH:14][CH:13]=[CH:12][CH:11]=2)[CH2:8][CH2:7][C:6](=O)[CH2:5][CH2:4]1.[NH2:17][C@@H:18]([CH2:24][C:25]1[C:33]2[C:28](=[CH:29][CH:30]=[CH:31][CH:32]=2)[NH:27][CH:26]=1)[C:19]([N:21]([CH3:23])[CH3:22])=[O:20].C(O)(=O)C.[O-]S([O-])(=O)=O.[Na+].[Na+].C([O-])(O)=O.[Na+]. (5) Given the product [NH2:4][C:5]1[N:6]=[C:7]([O:33][CH:34]([CH3:36])[CH3:35])[C:8]2[S:13][C:12](=[O:14])[N:11]([C@@H:15]3[O:27][C@H:26]([CH2:28][OH:29])[C@@H:21]([OH:22])[C@H:16]3[OH:17])[C:9]=2[N:10]=1, predict the reactants needed to synthesize it. The reactants are: C([NH:4][C:5]1[N:6]=[C:7]([O:33][CH:34]([CH3:36])[CH3:35])[C:8]2[S:13][C:12](=[O:14])[N:11]([C@@H:15]3[O:27][C@H:26]([CH2:28][O:29]C(=O)C)[C@@H:21]([O:22]C(=O)C)[C@H:16]3[O:17]C(=O)C)[C:9]=2[N:10]=1)(=O)C.C([O-])([O-])=O.[K+].[K+].C1COCC1.C(Cl)(Cl)Cl.